Task: Predict the product of the given reaction.. Dataset: Forward reaction prediction with 1.9M reactions from USPTO patents (1976-2016) Given the reactants [C:1]([N:4]1[CH2:8][CH2:7][NH:6][C:5]1=[O:9])(=[O:3])[CH3:2].Br[C:11]1[CH:12]=[CH:13][C:14]([C:17]([N:19]2[CH2:24][CH2:23][N:22]([C:25]3[C:30]([CH:31]4[CH2:33][CH2:32]4)=[CH:29][C:28]([CH:34]4[CH2:36][CH2:35]4)=[CH:27][N:26]=3)[CH2:21][CH2:20]2)=[O:18])=[N:15][CH:16]=1, predict the reaction product. The product is: [C:1]([N:4]1[CH2:8][CH2:7][N:6]([C:11]2[CH:16]=[N:15][C:14]([C:17]([N:19]3[CH2:24][CH2:23][N:22]([C:25]4[C:30]([CH:31]5[CH2:33][CH2:32]5)=[CH:29][C:28]([CH:34]5[CH2:35][CH2:36]5)=[CH:27][N:26]=4)[CH2:21][CH2:20]3)=[O:18])=[CH:13][CH:12]=2)[C:5]1=[O:9])(=[O:3])[CH3:2].